Dataset: Forward reaction prediction with 1.9M reactions from USPTO patents (1976-2016). Task: Predict the product of the given reaction. (1) Given the reactants [CH3:1][CH2:2][C@H:3]1[O:18][C:16](=[O:17])[C@H:15]([CH3:19])[C@@H:14]([O:20][C@@H:21]2[O:26][C@@H:25]([CH3:27])[C@H:24]([OH:28])[C@@:23]([O:30][CH3:31])([CH3:29])[CH2:22]2)[C@H:13]([CH3:32])[C@@H:12]([O:33][C@@H:34]2[O:39][C@H:38]([CH3:40])[CH2:37][C@H:36]([N:41]([CH3:43])[CH3:42])[C@H:35]2[OH:44])[C@@:11]([OH:46])([CH3:45])[CH2:10][C@@H:9]([CH3:47])[CH2:8][NH:7][C@H:6]([CH3:48])[C@@H:5]([OH:49])[C@@:4]1([OH:51])[CH3:50].[CH:52](O)=O.C=O.[OH-].[Na+], predict the reaction product. The product is: [CH3:1][CH2:2][C@H:3]1[O:18][C:16](=[O:17])[C@H:15]([CH3:19])[C@@H:14]([O:20][C@@H:21]2[O:26][C@@H:25]([CH3:27])[C@H:24]([OH:28])[C@@:23]([O:30][CH3:31])([CH3:29])[CH2:22]2)[C@H:13]([CH3:32])[C@@H:12]([O:33][C@@H:34]2[O:39][C@H:38]([CH3:40])[CH2:37][C@H:36]([N:41]([CH3:43])[CH3:42])[C@H:35]2[OH:44])[C@@:11]([OH:46])([CH3:45])[CH2:10][C@@H:9]([CH3:47])[CH2:8][N:7]([CH3:52])[C@H:6]([CH3:48])[C@@H:5]([OH:49])[C@@:4]1([OH:51])[CH3:50]. (2) Given the reactants [CH3:1][C@:2]12[C@@:19]3([CH3:20])[C@@H:10]([C@:11]4([CH3:32])[C@@H:16]([CH2:17][CH2:18]3)[C:15]([CH3:22])([CH3:21])[C:14]([C:23]3[CH:31]=[CH:30][C:26]([C:27]([OH:29])=[O:28])=[CH:25][CH:24]=3)=[CH:13][CH2:12]4)[CH2:9][CH2:8][C@@H:7]1[C@H:6]1[C@H:33]([C:36]([CH3:38])=[CH2:37])[CH2:34][CH2:35][C@:5]1([NH:39][CH2:40][CH2:41][N:42]1[CH2:47][C@@H:46]3[CH2:48][C@H:43]1[CH2:44][N:45]3[S:49]([CH3:52])(=[O:51])=[O:50])[CH2:4][CH2:3]2.[C:53]([OH:59])([C:55]([F:58])([F:57])[F:56])=[O:54], predict the reaction product. The product is: [CH:36]([C@H:33]1[C@@H:6]2[C@@H:7]3[C@@:2]([CH3:1])([CH2:3][CH2:4][C@@:5]2([NH:39][CH2:40][CH2:41][N:42]2[CH2:47][C@@H:46]4[CH2:48][C@H:43]2[CH2:44][N:45]4[S:49]([CH3:52])(=[O:50])=[O:51])[CH2:35][CH2:34]1)[C@@:19]1([CH3:20])[C@@H:10]([C@:11]2([CH3:32])[C@@H:16]([CH2:17][CH2:18]1)[C:15]([CH3:21])([CH3:22])[C:14]([C:23]1[CH:24]=[CH:25][C:26]([C:27]([OH:29])=[O:28])=[CH:30][CH:31]=1)=[CH:13][CH2:12]2)[CH2:9][CH2:8]3)([CH3:38])[CH3:37].[C:53]([OH:59])([C:55]([F:58])([F:57])[F:56])=[O:54]. (3) Given the reactants [CH3:1][CH:2]([CH3:18])[CH2:3][C@H:4]([N:12]1[CH2:17][CH2:16][O:15][CH2:14][CH2:13]1)[C:5]([O:7]C(C)(C)C)=[O:6].[ClH:19], predict the reaction product. The product is: [ClH:19].[CH3:1][CH:2]([CH3:18])[CH2:3][C@H:4]([N:12]1[CH2:17][CH2:16][O:15][CH2:14][CH2:13]1)[C:5]([OH:7])=[O:6]. (4) Given the reactants [F:1][C:2]1[CH:7]=[CH:6][C:5]([C:8]2[C:9](=[O:19])[C:10]([C:14]([O:16][CH2:17][CH3:18])=[O:15])=[CH:11][NH:12][CH:13]=2)=[CH:4][CH:3]=1.I[CH3:21], predict the reaction product. The product is: [F:1][C:2]1[CH:3]=[CH:4][C:5]([C:8]2[C:9](=[O:19])[C:10]([C:14]([O:16][CH2:17][CH3:18])=[O:15])=[CH:11][N:12]([CH3:21])[CH:13]=2)=[CH:6][CH:7]=1. (5) Given the reactants [CH2:1]([C:3]1([CH3:14])[CH:8]([CH3:9])[C:7](=[O:10])[CH2:6][C:5]([CH2:12][CH3:13])([CH3:11])[NH:4]1)[CH3:2].C(O)C, predict the reaction product. The product is: [CH2:1]([C:3]1([CH3:14])[CH:8]([CH3:9])[CH:7]([OH:10])[CH2:6][C:5]([CH2:12][CH3:13])([CH3:11])[NH:4]1)[CH3:2]. (6) Given the reactants [F:1][C:2]1[CH:9]=[CH:8][C:7]([Cl:10])=[CH:6][C:3]=1[CH:4]=O.[Li+].[CH3:12][Si:13]([N-][Si:13]([CH3:15])([CH3:14])[CH3:12])([CH3:15])[CH3:14].C[Si](Cl)(C)C.[CH2:26]([N:28](CC)CC)[CH3:27].C(Cl)(=[O:35])C, predict the reaction product. The product is: [Cl:10][C:7]1[CH:8]=[CH:9][C:2]([F:1])=[C:3]([CH:4]=[N:28][C:26]([O:35][Si:13]([CH3:15])([CH3:14])[CH3:12])=[CH2:27])[CH:6]=1. (7) Given the reactants [Cl:1][C:2]1[CH:3]=[C:4]([CH:25]=[CH:26][C:27]=1[Cl:28])[O:5][C:6]1[CH:11]=[CH:10][CH:9]=[CH:8][C:7]=1[NH:12][S:13]([C:16]1[CH:24]=[CH:23][C:19]([C:20]([OH:22])=O)=[CH:18][CH:17]=1)(=[O:15])=[O:14].[N:29]1([CH:35]2[CH2:40][CH2:39][N:38]([C:41]3[CH:46]=[CH:45][C:44]([NH2:47])=[CH:43][CH:42]=3)[CH2:37][CH2:36]2)[CH2:34][CH2:33][CH2:32][CH2:31][CH2:30]1, predict the reaction product. The product is: [N:29]1([CH:35]2[CH2:40][CH2:39][N:38]([C:41]3[CH:42]=[CH:43][C:44]([NH:47][C:20](=[O:22])[C:19]4[CH:18]=[CH:17][C:16]([S:13](=[O:14])(=[O:15])[NH:12][C:7]5[CH:8]=[CH:9][CH:10]=[CH:11][C:6]=5[O:5][C:4]5[CH:25]=[CH:26][C:27]([Cl:28])=[C:2]([Cl:1])[CH:3]=5)=[CH:24][CH:23]=4)=[CH:45][CH:46]=3)[CH2:37][CH2:36]2)[CH2:30][CH2:31][CH2:32][CH2:33][CH2:34]1. (8) The product is: [F:1][C:2]1[C:7]([C:8]2[CH:13]=[CH:12][CH:11]=[C:10]([CH3:14])[CH:9]=2)=[C:6]([CH:15]([OH:16])[C@@H:17]2[O:22][CH2:21][CH2:20][N:19]([C:23]([O:25][C:26]([CH3:28])([CH3:27])[CH3:29])=[O:24])[CH2:18]2)[CH:5]=[CH:4][CH:3]=1. Given the reactants [F:1][C:2]1[CH:3]=[CH:4][CH:5]=[C:6]([C:15]([C@@H:17]2[O:22][CH2:21][CH2:20][N:19]([C:23]([O:25][C:26]([CH3:29])([CH3:28])[CH3:27])=[O:24])[CH2:18]2)=[O:16])[C:7]=1[C:8]1[CH:13]=[CH:12][CH:11]=[C:10]([CH3:14])[CH:9]=1.[BH4-].[Na+], predict the reaction product. (9) Given the reactants [Br:1][C:2]1[C:3]([O:11][CH2:12][CH2:13][N:14]([CH3:16])[CH3:15])=[N:4][CH:5]=[C:6]([N+:8]([O-])=O)[CH:7]=1.[Cl-].[NH4+], predict the reaction product. The product is: [Br:1][C:2]1[CH:7]=[C:6]([NH2:8])[CH:5]=[N:4][C:3]=1[O:11][CH2:12][CH2:13][N:14]([CH3:15])[CH3:16]. (10) Given the reactants C1(P(C2CCCCC2)C2C=CC=CC=2C2C(OC)=CC=CC=2OC)CCCCC1.C(=O)([O-])[O-].[K+].[K+].[CH3:36][N:37]([CH3:54])[CH2:38][C:39]1[CH:44]=[CH:43][C:42](B2OC(C)(C)C(C)(C)O2)=[CH:41][CH:40]=1.[F:55][C:56]1[CH:88]=[N:87][C:59]2[N:60]([C:80]3[CH:85]=[CH:84][CH:83]=[C:82](I)[CH:81]=3)[C:61](=[O:79])[N:62]([C@@H:65]3[CH2:70][CH2:69][C@H:68]([NH:71][C:72](=[O:78])[O:73][C:74]([CH3:77])([CH3:76])[CH3:75])[CH2:67][CH2:66]3)[C:63](=[O:64])[C:58]=2[CH:57]=1, predict the reaction product. The product is: [CH3:54][N:37]([CH2:38][C:39]1[CH:40]=[CH:41][C:42]([C:82]2[CH:83]=[CH:84][CH:85]=[C:80]([N:60]3[C:59]4[N:87]=[CH:88][C:56]([F:55])=[CH:57][C:58]=4[C:63](=[O:64])[N:62]([C@@H:65]4[CH2:70][CH2:69][C@H:68]([NH:71][C:72](=[O:78])[O:73][C:74]([CH3:75])([CH3:76])[CH3:77])[CH2:67][CH2:66]4)[C:61]3=[O:79])[CH:81]=2)=[CH:43][CH:44]=1)[CH3:36].